Dataset: Reaction yield outcomes from USPTO patents with 853,638 reactions. Task: Predict the reaction yield, written as a fraction of the theoretical maximum amount of product (1.0 means a 100% yield; for example, 0.34 means a 34% yield). (1) The reactants are O[C:2]1[CH:9]=[CH:8][C:5]([C:6]#[N:7])=[CH:4][C:3]=1[C:10]#[N:11].[Br:12][CH2:13][CH2:14][CH2:15]Br.C([O-])([O-])=[O:18].[K+].[K+]. The catalyst is CN(C=O)C. The product is [Br:12][CH2:13][CH2:14][CH2:15][O:18][C:4]1[C:5]([C:6]#[N:7])=[CH:8][CH:9]=[CH:2][C:3]=1[C:10]#[N:11]. The yield is 0.630. (2) The reactants are [CH2:1]([O:8][C:9]1[CH:14]=[CH:13][C:12]([C:15]2[CH:20]([F:21])[CH2:19][N:18]([C:22]([O:24][C:25]([CH3:28])([CH3:27])[CH3:26])=[O:23])[CH2:17][CH:16]=2)=[CH:11][CH:10]=1)[C:2]1[CH:7]=[CH:6][CH:5]=[CH:4][CH:3]=1. The catalyst is C(OCC)(=O)C.[Pd]. The product is [CH2:1]([O:8][C:9]1[CH:10]=[CH:11][C:12]([C@H:15]2[CH2:16][CH2:17][N:18]([C:22]([O:24][C:25]([CH3:27])([CH3:26])[CH3:28])=[O:23])[CH2:19][C@H:20]2[F:21])=[CH:13][CH:14]=1)[C:2]1[CH:3]=[CH:4][CH:5]=[CH:6][CH:7]=1. The yield is 0.770. (3) The reactants are [CH3:1][Si:2]([CH3:20])([CH3:19])[CH2:3][CH2:4][S:5]([N:8]1[CH2:13][CH2:12][CH2:11][CH:10]([C:14](OCC)=[O:15])[CH2:9]1)(=[O:7])=[O:6].[Li+].[BH4-]. The catalyst is C1COCC1. The product is [CH3:1][Si:2]([CH3:20])([CH3:19])[CH2:3][CH2:4][S:5]([N:8]1[CH2:13][CH2:12][CH2:11][CH:10]([CH2:14][OH:15])[CH2:9]1)(=[O:7])=[O:6]. The yield is 0.670. (4) The reactants are Br[C:2]1[CH:3]=[C:4]([CH3:15])[C:5]([N:10]2[CH:14]=[N:13][CH:12]=[N:11]2)=[C:6]([CH:9]=1)[C:7]#[N:8].C([O-])([O-])=O.[K+].[K+].[C:22]1(P(C2C=CC=CC=2)C2C=CC=CC=2)C=CC=C[CH:23]=1. The catalyst is C1(C)C=CC=CC=1. The product is [CH3:15][C:4]1[C:5]([N:10]2[CH:14]=[N:13][CH:12]=[N:11]2)=[C:6]([CH:9]=[C:2]([CH:22]=[CH2:23])[CH:3]=1)[C:7]#[N:8]. The yield is 0.520. (5) The reactants are N[C:2](=[N:4][C:5]([NH:7][C:8]1[CH:13]=[CH:12][CH:11]=[C:10]([C:14]#[N:15])[CH:9]=1)=[S:6])[CH3:3].Br[CH2:17][C:18]([C:20]1[CH:25]=[CH:24][CH:23]=[CH:22][C:21]=1[C:26]([F:29])([F:28])[F:27])=[O:19].C(N(CC)CC)C. The catalyst is C(O)C.CO. The product is [CH3:3][C:2]1[N:4]=[C:5]([NH:7][C:8]2[CH:9]=[C:10]([CH:11]=[CH:12][CH:13]=2)[C:14]#[N:15])[S:6][C:17]=1[C:18](=[O:19])[C:20]1[CH:25]=[CH:24][CH:23]=[CH:22][C:21]=1[C:26]([F:27])([F:28])[F:29]. The yield is 0.120. (6) The reactants are [CH3:1][S:2](Cl)(=[O:4])=[O:3].[NH2:6][C:7]1[CH:12]=[CH:11][C:10]([C:13]2[N:17]([CH3:18])[C:16]([C:19]#[N:20])=[CH:15][CH:14]=2)=[CH:9][C:8]=1[C:21]#[N:22]. No catalyst specified. The product is [C:21]([C:8]1[CH:9]=[C:10]([C:13]2[N:17]([CH3:18])[C:16]([C:19]#[N:20])=[CH:15][CH:14]=2)[CH:11]=[CH:12][C:7]=1[NH:6][S:2]([CH3:1])(=[O:4])=[O:3])#[N:22]. The yield is 0.500. (7) The product is [Cl:18][C:15]1[CH:16]=[CH:17][C:12]([S:9]([N:8]([C:7]2[C:2]([CH:35]([C:34]3[C:37]([O:41][CH3:42])=[CH:38][CH:39]=[CH:40][C:33]=3[F:32])[OH:36])=[N:3][CH:4]=[C:5]([CH3:26])[CH:6]=2)[CH2:23][O:24][CH3:25])(=[O:11])=[O:10])=[CH:13][C:14]=1[C:19]([F:22])([F:21])[F:20]. The reactants are Br[C:2]1[C:7]([N:8]([CH2:23][O:24][CH3:25])[S:9]([C:12]2[CH:17]=[CH:16][C:15]([Cl:18])=[C:14]([C:19]([F:22])([F:21])[F:20])[CH:13]=2)(=[O:11])=[O:10])=[CH:6][C:5]([CH3:26])=[CH:4][N:3]=1.C([Mg]Cl)(C)C.[F:32][C:33]1[CH:40]=[CH:39][CH:38]=[C:37]([O:41][CH3:42])[C:34]=1[CH:35]=[O:36]. The catalyst is C1COCC1. The yield is 0.600.